From a dataset of Forward reaction prediction with 1.9M reactions from USPTO patents (1976-2016). Predict the product of the given reaction. (1) Given the reactants [NH2:1][C@@:2]([CH3:15])([CH2:6][C:7]1[CH:12]=[CH:11][C:10]([O:13]C)=[CH:9][CH:8]=1)[C:3](N)=[O:4].C1(CC(N)=[O:24])C=CC=CC=1.Br, predict the reaction product. The product is: [CH3:15][C@@:2]([NH2:1])([C:3]([OH:24])=[O:4])[CH2:6][C:7]1[CH:12]=[CH:11][C:10]([OH:13])=[CH:9][CH:8]=1. (2) Given the reactants [CH2:1]([N:8]([S:50]([C:53]1[CH:58]=[CH:57][C:56]([O:59][CH3:60])=[CH:55][CH:54]=1)(=[O:52])=[O:51])[NH:9][C:10]([C@@H:12]1[CH2:16][C@@H:15]([S:17]C(C2C=CC=CC=2)(C2C=CC=CC=2)C2C=CC=CC=2)[CH2:14][N:13]1[S:37]([C:40]1[CH:49]=[CH:48][C:47]2[C:42](=[CH:43][CH:44]=[CH:45][CH:46]=2)[CH:41]=1)(=[O:39])=[O:38])=[O:11])[C:2]1[CH:7]=[CH:6][CH:5]=[CH:4][CH:3]=1.C([SiH](CC)CC)C, predict the reaction product. The product is: [CH2:1]([N:8]([S:50]([C:53]1[CH:58]=[CH:57][C:56]([O:59][CH3:60])=[CH:55][CH:54]=1)(=[O:52])=[O:51])[NH:9][C:10]([C@@H:12]1[CH2:16][C@@H:15]([SH:17])[CH2:14][N:13]1[S:37]([C:40]1[CH:49]=[CH:48][C:47]2[C:42](=[CH:43][CH:44]=[CH:45][CH:46]=2)[CH:41]=1)(=[O:39])=[O:38])=[O:11])[C:2]1[CH:3]=[CH:4][CH:5]=[CH:6][CH:7]=1.